Task: Predict which catalyst facilitates the given reaction.. Dataset: Catalyst prediction with 721,799 reactions and 888 catalyst types from USPTO (1) Reactant: [CH3:1][C:2](=[N:4][OH:5])[CH3:3].CC([O-])(C)C.[K+].C(C1[C:16](F)=[C:17]([F:33])[C:18]([NH:25][C:26]2[CH:31]=[CH:30][CH:29]=[CH:28][C:27]=2[F:32])=[C:19]([CH:24]=1)[C:20]([O:22][CH3:23])=[O:21])(=O)C. Product: [F:33][C:17]1[C:16]2[O:5][N:4]=[C:2]([CH3:3])[C:1]=2[CH:24]=[C:19]([C:20]([O:22][CH3:23])=[O:21])[C:18]=1[NH:25][C:26]1[CH:31]=[CH:30][CH:29]=[CH:28][C:27]=1[F:32]. The catalyst class is: 1. (2) Reactant: COC(=O)[C:4]1[CH:9]=[CH:8][C:7]([Cl:10])=[C:6](Br)[CH:5]=1.[F:13][C:14]1[CH:19]=[CH:18][C:17]([O:20][CH3:21])=[CH:16][C:15]=1B(O)O.[C:25](=[O:28])([O-])[O-:26].[K+].[K+].[CH3:31]N(C=O)C. Product: [CH3:31][O:26][C:25]([C:5]1[CH:6]=[C:7]([Cl:10])[CH:8]=[C:9]([C:15]2[CH:16]=[C:17]([O:20][CH3:21])[CH:18]=[CH:19][C:14]=2[F:13])[CH:4]=1)=[O:28]. The catalyst class is: 206. (3) Reactant: C[O:2][C:3](=[O:35])[CH2:4][CH:5]([NH:16][C:17](=[O:34])[CH:18]([NH:26][C:27]([O:29][C:30]([CH3:33])([CH3:32])[CH3:31])=[O:28])[CH2:19][C:20]1[CH:25]=[CH:24][CH:23]=[CH:22][CH:21]=1)[CH2:6][C:7]1[CH:12]=[C:11]([F:13])[C:10]([F:14])=[CH:9][C:8]=1[F:15].CO.O.O[Li].O. Product: [C:30]([O:29][C:27]([NH:26][CH:18]([CH2:19][C:20]1[CH:21]=[CH:22][CH:23]=[CH:24][CH:25]=1)[C:17]([NH:16][CH:5]([CH2:6][C:7]1[CH:12]=[C:11]([F:13])[C:10]([F:14])=[CH:9][C:8]=1[F:15])[CH2:4][C:3]([OH:35])=[O:2])=[O:34])=[O:28])([CH3:33])([CH3:31])[CH3:32]. The catalyst class is: 1. (4) Reactant: [CH2:1]([C@H:8]1[CH2:12][O:11][C:10](=[O:13])[N:9]1[C:14](=[O:20])[CH2:15][CH2:16][CH2:17][CH2:18][Br:19])[C:2]1[CH:7]=[CH:6][CH:5]=[CH:4][CH:3]=1.C[Si]([N-][Si](C)(C)C)(C)C.[Na+].Cl[CH2:32][O:33][CH3:34].Cl. Product: [CH2:1]([C@H:8]1[CH2:12][O:11][C:10](=[O:13])[N:9]1[C:14](=[O:20])[C@@H:15]([CH2:32][O:33][CH3:34])[CH2:16][CH2:17][CH2:18][Br:19])[C:2]1[CH:7]=[CH:6][CH:5]=[CH:4][CH:3]=1. The catalyst class is: 1. (5) Reactant: [N+:1]([C:4]1[NH:8][N:7]=[C:6]([C:9]([O:11][CH3:12])=[O:10])[CH:5]=1)([O-:3])=[O:2].[C:13](=O)([O-])[O-].[K+].[K+].CI. Product: [CH3:13][N:8]1[C:4]([N+:1]([O-:3])=[O:2])=[CH:5][C:6]([C:9]([O:11][CH3:12])=[O:10])=[N:7]1. The catalyst class is: 9. (6) Reactant: [C:1]([O:5][C:6](=[O:25])[NH:7][CH:8]([C:13]1[CH:18]=[CH:17][C:16]([O:19][C:20]([F:23])([F:22])[F:21])=[C:15]([F:24])[CH:14]=1)[CH2:9][C:10]([NH2:12])=O)([CH3:4])([CH3:3])[CH3:2].S(Cl)(Cl)=O. Product: [C:1]([O:5][C:6](=[O:25])[NH:7][CH:8]([C:13]1[CH:18]=[CH:17][C:16]([O:19][C:20]([F:22])([F:23])[F:21])=[C:15]([F:24])[CH:14]=1)[CH2:9][C:10]#[N:12])([CH3:4])([CH3:2])[CH3:3]. The catalyst class is: 359. (7) Reactant: Br[C:2]1[CH:7]=[CH:6][C:5]([C:8]([F:11])([F:10])[F:9])=[CH:4][CH:3]=1.C([Li])CCC.[B:17](OC)([O:20]C)[O:18]C.Cl. Product: [F:9][C:8]([F:11])([F:10])[C:5]1[CH:6]=[CH:7][C:2]([B:17]([OH:20])[OH:18])=[CH:3][CH:4]=1. The catalyst class is: 7. (8) Reactant: [Li+].[BH4-].CO.C([O:7][C:8]([C:10]1[CH:18]=[C:13]2[CH2:14][S:15][CH2:16][CH2:17][N:12]2[N:11]=1)=O)C. Product: [N:11]1[N:12]2[C:13]([CH2:14][S:15][CH2:16][CH2:17]2)=[CH:18][C:10]=1[CH2:8][OH:7]. The catalyst class is: 1. (9) Reactant: [NH:1]([CH2:8][C:9]([N:11]1[CH:20]([CH2:21][C:22]2[CH:27]=[CH:26][CH:25]=[CH:24][CH:23]=2)[CH2:19][C:18]2[C:13](=[CH:14][CH:15]=[CH:16][CH:17]=2)[CH2:12]1)=O)[C:2]1[CH:7]=[CH:6][CH:5]=[CH:4][CH:3]=1.[H-].[H-].[H-].[H-].[Li+].[Al+3].Cl.C(=O)(O)[O-].[Na+]. Product: [C:2]1([NH:1][CH2:8][CH2:9][N:11]2[CH:20]([CH2:21][C:22]3[CH:27]=[CH:26][CH:25]=[CH:24][CH:23]=3)[CH2:19][C:18]3[C:13](=[CH:14][CH:15]=[CH:16][CH:17]=3)[CH2:12]2)[CH:3]=[CH:4][CH:5]=[CH:6][CH:7]=1. The catalyst class is: 1.